From a dataset of Forward reaction prediction with 1.9M reactions from USPTO patents (1976-2016). Predict the product of the given reaction. (1) Given the reactants [CH3:1][C:2]1[N:6]=[C:5]([CH3:7])[S:4][C:3]=1/[CH:8]=[CH:9]/[C:10](N(C)C)=O.[CH3:15][C:16]1[CH:21]=[CH:20][C:19]([NH:22][C:23]([NH2:25])=[NH:24])=[CH:18][C:17]=1[S:26]([N:29]1[CH2:34][CH2:33][O:32][CH2:31][CH2:30]1)(=[O:28])=[O:27], predict the reaction product. The product is: [CH3:7][C:5]1[S:4][C:3]([C:8]2[CH:9]=[CH:10][N:25]=[C:23]([NH:22][C:19]3[CH:20]=[CH:21][C:16]([CH3:15])=[C:17]([S:26]([N:29]4[CH2:30][CH2:31][O:32][CH2:33][CH2:34]4)(=[O:27])=[O:28])[CH:18]=3)[N:24]=2)=[C:2]([CH3:1])[N:6]=1. (2) Given the reactants CC(C)([O-])C.[K+].[Br:7][C:8]1[CH:13]=[CH:12][C:11]([CH2:14][C:15]([O:17][CH2:18][CH3:19])=[O:16])=[CH:10][CH:9]=1.[CH:20]1(Br)[CH2:24][CH2:23][CH2:22][CH2:21]1.O, predict the reaction product. The product is: [Br:7][C:8]1[CH:9]=[CH:10][C:11]([CH:14]([CH:20]2[CH2:24][CH2:23][CH2:22][CH2:21]2)[C:15]([O:17][CH2:18][CH3:19])=[O:16])=[CH:12][CH:13]=1. (3) Given the reactants [C:1]([NH:5][S:6]([C:9]1[CH:14]=[CH:13][C:12]([C:15]2[N:19]([CH2:20][CH:21]3[CH2:26][CH2:25][CH2:24][CH2:23][CH2:22]3)[C:18]([Cl:27])=[C:17]([C:28]([NH:30][CH2:31][CH2:32][C:33]([CH3:39])([CH3:38])[C:34]([O:36]C)=[O:35])=[O:29])[CH:16]=2)=[CH:11][C:10]=1[C:40]([F:43])([F:42])[F:41])(=[O:8])=[O:7])([CH3:4])([CH3:3])[CH3:2].[OH-].[K+], predict the reaction product. The product is: [C:1]([NH:5][S:6]([C:9]1[CH:14]=[CH:13][C:12]([C:15]2[N:19]([CH2:20][CH:21]3[CH2:26][CH2:25][CH2:24][CH2:23][CH2:22]3)[C:18]([Cl:27])=[C:17]([C:28]([NH:30][CH2:31][CH2:32][C:33]([CH3:38])([CH3:39])[C:34]([OH:36])=[O:35])=[O:29])[CH:16]=2)=[CH:11][C:10]=1[C:40]([F:42])([F:41])[F:43])(=[O:7])=[O:8])([CH3:2])([CH3:3])[CH3:4]. (4) Given the reactants [CH2:1]([C:3]1[CH:4]=[N:5][N:6]([CH3:17])[C:7]=1[C:8]1[CH:9]=[C:10]([C:13]([O:15][CH3:16])=[O:14])[S:11][CH:12]=1)[CH3:2].C1C(=O)N([Cl:25])C(=O)C1, predict the reaction product. The product is: [Cl:25][C:4]1[C:3]([CH2:1][CH3:2])=[C:7]([C:8]2[CH:9]=[C:10]([C:13]([O:15][CH3:16])=[O:14])[S:11][CH:12]=2)[N:6]([CH3:17])[N:5]=1. (5) Given the reactants [CH2:1]([O:8][C:9]1[CH:10]=[CH:11][CH:12]=[C:13]2[C:18]=1[N:17]=[C:16]([CH3:19])[CH:15]=[C:14]2[OH:20])[C:2]1[CH:7]=[CH:6][CH:5]=[CH:4][CH:3]=1.C(=O)([O-])[O-].[K+].[K+].Br[CH2:28][C:29]([O:31][CH2:32][CH3:33])=[O:30].C(=O)(O)[O-].[Na+], predict the reaction product. The product is: [CH2:1]([O:8][C:9]1[CH:10]=[CH:11][CH:12]=[C:13]2[C:18]=1[N:17]=[C:16]([CH3:19])[CH:15]=[C:14]2[O:20][CH2:28][C:29]([O:31][CH2:32][CH3:33])=[O:30])[C:2]1[CH:7]=[CH:6][CH:5]=[CH:4][CH:3]=1. (6) Given the reactants [CH2:1]([NH2:5])[CH:2]([CH3:4])[CH3:3].[CH3:6][N:7]([O:20][CH3:21])[C:8](=[O:19])[C:9]1[CH:14]=[CH:13][C:12]([N+:15]([O-:17])=[O:16])=[C:11](F)[CH:10]=1, predict the reaction product. The product is: [CH3:6][N:7]([O:20][CH3:21])[C:8](=[O:19])[C:9]1[CH:14]=[CH:13][C:12]([N+:15]([O-:17])=[O:16])=[C:11]([NH:5][CH2:1][CH:2]([CH3:4])[CH3:3])[CH:10]=1.